Dataset: HIV replication inhibition screening data with 41,000+ compounds from the AIDS Antiviral Screen. Task: Binary Classification. Given a drug SMILES string, predict its activity (active/inactive) in a high-throughput screening assay against a specified biological target. (1) The drug is COc1nc2sc3c(c2c(=O)n1CCCSSCCCn1c(OC)nc2sc4c(c2c1=O)CCCC4)CCCC3. The result is 0 (inactive). (2) The drug is CCOC(=O)C(=O)CC(=O)C1=C(c2ccccc2OC)CC(c2cccs2)=CC1=O. The result is 0 (inactive). (3) The drug is O=C1CN(c2cccc(Cl)c2)C(=O)CN1NCNN1CC(=O)N(c2cccc(Cl)c2)CC1=O. The result is 0 (inactive). (4) The molecule is [O-][Cl+3]([O-])([O-])O.c1ccc(-c2c3ccccc3[o+]c3ccccc23)cc1. The result is 0 (inactive).